This data is from Reaction yield outcomes from USPTO patents with 853,638 reactions. The task is: Predict the reaction yield, written as a fraction of the theoretical maximum amount of product (1.0 means a 100% yield; for example, 0.34 means a 34% yield). (1) The yield is 0.360. The catalyst is C(=[Rh])=O.CC1(C)C2C(=C(P(C3C=CC=CC=3)C3C=CC=CC=3)C=CC=2)OC2C(P(C3C=CC=CC=3)C3C=CC=CC=3)=CC=CC1=2. The product is [C:1]1([CH2:7][C:20]([O:13][CH2:14][CH3:17])=[O:22])[CH:6]=[CH:5][CH:4]=[CH:3][CH:2]=1. The reactants are [C:1]1([CH3:7])[CH:6]=[CH:5][CH:4]=[CH:3][CH:2]=1.C(O[O:13][C:14]([CH3:17])(C)C)(C)(C)C.[C]=O.[CH2:20]([OH:22])C. (2) The reactants are C[Si]([N-][Si](C)(C)C)(C)C.[K+].[Cl:11][C:12]1[C:13]([CH3:28])=[N:14][N:15]2[C:20]([Cl:21])=[C:19]([CH2:22][C:23]([O:25][CH3:26])=[O:24])[C:18]([CH3:27])=[N:17][C:16]=12.C1(C2[O:37]N2S(C2C=CC=CC=2)(=O)=O)C=CC=CC=1. The catalyst is C1COCC1. The product is [Cl:11][C:12]1[C:13]([CH3:28])=[N:14][N:15]2[C:20]([Cl:21])=[C:19]([CH:22]([OH:37])[C:23]([O:25][CH3:26])=[O:24])[C:18]([CH3:27])=[N:17][C:16]=12. The yield is 0.300. (3) The reactants are Cl[C:2]1[C:8]2[CH:9]=[CH:10][CH:11]=[CH:12][C:7]=2[S:6][C:5]2[CH:13]=[CH:14][C:15]([C:17](=[O:22])[CH2:18][CH2:19][CH2:20][CH3:21])=[CH:16][C:4]=2[N:3]=1.CN1CCCC1=O.[CH:30]1([Mg]Cl)[CH2:35][CH2:34][CH2:33][CH2:32][CH2:31]1. The catalyst is C1COCC1. The product is [CH:30]1([C:2]2[C:8]3[CH:9]=[CH:10][CH:11]=[CH:12][C:7]=3[S:6][C:5]3[CH:13]=[CH:14][C:15]([C:17](=[O:22])[CH2:18][CH2:19][CH2:20][CH3:21])=[CH:16][C:4]=3[N:3]=2)[CH2:35][CH2:34][CH2:33][CH2:32][CH2:31]1. The yield is 0.570. (4) The reactants are [OH-].[Na+].[C:3]([O:7][C@@H:8]([C:15]1[C:16]([CH3:44])=[N:17][C:18]([CH3:43])=[C:19]([C:27]2[CH:32]=[CH:31][C:30]([O:33][CH2:34][CH2:35][C:36]3[CH:41]=[CH:40][C:39]([F:42])=[CH:38][CH:37]=3)=[CH:29][CH:28]=2)[C:20]=1[N:21]1[CH2:24][C:23]([F:26])([F:25])[CH2:22]1)[C:9]([O:11]C(C)C)=[O:10])([CH3:6])([CH3:5])[CH3:4].Cl. The catalyst is C(O)C. The product is [C:3]([O:7][C@@H:8]([C:15]1[C:16]([CH3:44])=[N:17][C:18]([CH3:43])=[C:19]([C:27]2[CH:32]=[CH:31][C:30]([O:33][CH2:34][CH2:35][C:36]3[CH:37]=[CH:38][C:39]([F:42])=[CH:40][CH:41]=3)=[CH:29][CH:28]=2)[C:20]=1[N:21]1[CH2:22][C:23]([F:26])([F:25])[CH2:24]1)[C:9]([OH:11])=[O:10])([CH3:6])([CH3:5])[CH3:4]. The yield is 0.920. (5) The reactants are Br[C:2]1[CH:3]=[C:4]2[C:8](=[CH:9][CH:10]=1)[N:7]([CH2:11][O:12][CH2:13][CH2:14][Si:15]([CH3:18])([CH3:17])[CH3:16])[N:6]=[C:5]2[CH:19]=[O:20].[B:21]1([B:21]2[O:25][C:24]([CH3:27])([CH3:26])[C:23]([CH3:29])([CH3:28])[O:22]2)[O:25][C:24]([CH3:27])([CH3:26])[C:23]([CH3:29])([CH3:28])[O:22]1.CC([O-])=O.[K+]. The catalyst is CN(C=O)C.C1C=CC(P(C2C=CC=CC=2)[C-]2C=CC=C2)=CC=1.C1C=CC(P(C2C=CC=CC=2)[C-]2C=CC=C2)=CC=1.Cl[Pd]Cl.[Fe+2]. The product is [CH3:28][C:23]1([CH3:29])[C:24]([CH3:27])([CH3:26])[O:25][B:21]([C:2]2[CH:3]=[C:4]3[C:8](=[CH:9][CH:10]=2)[N:7]([CH2:11][O:12][CH2:13][CH2:14][Si:15]([CH3:18])([CH3:17])[CH3:16])[N:6]=[C:5]3[CH:19]=[O:20])[O:22]1. The yield is 0.710. (6) The product is [CH3:1][O:2][C:3]1[CH:4]=[C:5]([CH:6]=[CH:7][C:8]=1[O:9][CH2:10][C:11]#[CH:12])/[CH:13]=[CH:14]/[C:15]1[O:21][C:20](=[O:22])[C:19]2[CH:23]=[CH:24][CH:25]=[CH:26][C:18]=2[N:17]=1. The reactants are [CH3:1][O:2][C:3]1[CH:4]=[C:5](/[CH:13]=[CH:14]/[C:15]([NH:17][C:18]2[CH:26]=[CH:25][CH:24]=[CH:23][C:19]=2[C:20]([OH:22])=[O:21])=O)[CH:6]=[CH:7][C:8]=1[O:9][CH2:10][C:11]#[CH:12]. The yield is 0.930. The catalyst is C(OC(=O)C)(=O)C.O. (7) The reactants are [N:1]1[CH:6]=[CH:5][CH:4]=[C:3]([N:7]2[CH2:13][C@@H:12]3[C@@H:9]([CH2:10][N:11]3C(OC(C)(C)C)=O)[CH2:8]2)[CH:2]=1.O.[CH3:22][C:23]1[CH:28]=[CH:27][C:26]([S:29]([OH:32])(=[O:31])=[O:30])=[CH:25][CH:24]=1. The catalyst is C(O)C. The product is [CH3:22][C:23]1[CH:24]=[CH:25][C:26]([S:29]([OH:32])(=[O:31])=[O:30])=[CH:27][CH:28]=1.[CH3:22][C:23]1[CH:24]=[CH:25][C:26]([S:29]([OH:32])(=[O:31])=[O:30])=[CH:27][CH:28]=1.[N:1]1[CH:6]=[CH:5][CH:4]=[C:3]([N:7]2[CH2:13][C@@H:12]3[C@@H:9]([CH2:10][NH:11]3)[CH2:8]2)[CH:2]=1. The yield is 0.860. (8) The reactants are [O:1]1[CH:5]=[CH:4][N:3]=[C:2]1[C:6]1[CH:11]=[CH:10][C:9]([N:12]2[CH2:17][CH2:16][CH2:15][CH:14]([NH:18][C@@H:19]3[CH2:24][CH2:23][CH2:22][CH2:21][C@H:20]3[NH2:25])[CH2:13]2)=[CH:8][CH:7]=1.[C:26](=O)([O:35]N1C(=O)CCC1=O)[O:27][CH2:28][C:29]1[CH:34]=[CH:33][CH:32]=[CH:31][CH:30]=1. No catalyst specified. The product is [O:1]1[CH:5]=[CH:4][N:3]=[C:2]1[C:6]1[CH:11]=[CH:10][C:9]([N:12]2[CH2:17][CH2:16][CH2:15][C@H:14]([NH:18][C@@H:19]3[CH2:24][CH2:23][CH2:22][CH2:21][C@H:20]3[NH:25][C:26](=[O:35])[O:27][CH2:28][C:29]3[CH:34]=[CH:33][CH:32]=[CH:31][CH:30]=3)[CH2:13]2)=[CH:8][CH:7]=1. The yield is 0.200. (9) The reactants are Cl[C:2]1[N:7]=[C:6]([NH:8][C@H:9]2[C@H:14]([OH:15])[C:13]([F:17])([F:16])[CH2:12][CH2:11][CH2:10]2)[C:5]([C:18]2[CH:19]=[N:20][N:21]([CH3:23])[CH:22]=2)=[CH:4][N:3]=1.[CH3:24][N:25]1[CH:29]=[C:28]([C:30]2[CH:35]=[CH:34][CH:33]=[C:32](B3OC(C)(C)C(C)(C)O3)[CH:31]=2)[CH:27]=[N:26]1.[O-]P([O-])([O-])=O.[K+].[K+].[K+]. The catalyst is O1CCOCC1.O. The product is [F:16][C:13]1([F:17])[CH2:12][CH2:11][CH2:10][C@@H:9]([NH:8][C:6]2[C:5]([C:18]3[CH:19]=[N:20][N:21]([CH3:23])[CH:22]=3)=[CH:4][N:3]=[C:2]([C:34]3[CH:33]=[CH:32][CH:31]=[C:30]([C:28]4[CH:27]=[N:26][N:25]([CH3:24])[CH:29]=4)[CH:35]=3)[N:7]=2)[C@@H:14]1[OH:15]. The yield is 0.610.